Task: Predict the reactants needed to synthesize the given product.. Dataset: Full USPTO retrosynthesis dataset with 1.9M reactions from patents (1976-2016) The reactants are: [C:1]([C:3]1[CH:11]=[CH:10][CH:9]=[CH:8][C:4]=1[C:5]([OH:7])=O)#[N:2].[NH:12]1[CH2:17][CH2:16][CH2:15][CH2:14][CH2:13]1.[F:18][C:19]([F:24])([F:23])[C:20]([OH:22])=[O:21].NCC1C=CC=CC=1C(N1CCCC1)=O.C1C=CC2N(O)N=NC=2C=1. Given the product [F:18][C:19]([F:24])([F:23])[C:20]([OH:22])=[O:21].[NH2:2][CH2:1][C:3]1[CH:11]=[CH:10][CH:9]=[CH:8][C:4]=1[C:5]([N:12]1[CH2:17][CH2:16][CH2:15][CH2:14][CH2:13]1)=[O:7], predict the reactants needed to synthesize it.